Dataset: Catalyst prediction with 721,799 reactions and 888 catalyst types from USPTO. Task: Predict which catalyst facilitates the given reaction. (1) Reactant: Br[CH2:2][C:3]1[CH:8]=[CH:7][C:6]([Cl:9])=[CH:5][C:4]=1[O:10][CH3:11].[C:12]1(B(O)O)[CH:17]=[CH:16][CH:15]=[CH:14][CH:13]=1.C([O-])([O-])=O.[K+].[K+]. Product: [CH2:2]([C:3]1[CH:8]=[CH:7][C:6]([Cl:9])=[CH:5][C:4]=1[O:10][CH3:11])[C:12]1[CH:17]=[CH:16][CH:15]=[CH:14][CH:13]=1. The catalyst class is: 77. (2) Reactant: [CH3:1][N:2]([CH3:11])[C:3]1[C:8]([CH3:9])=[CH:7][CH:6]=[C:5]([NH2:10])[CH:4]=1.Br[CH2:13][CH2:14][CH2:15][CH2:16][CH2:17][C:18]([OH:20])=[O:19].C(N(CC)CC)C. Product: [CH3:11][N:2]([CH3:1])[C:3]1[CH:4]=[C:5]([NH:10][CH2:13][CH2:14][CH2:15][CH2:16][CH2:17][C:18]([OH:20])=[O:19])[CH:6]=[CH:7][C:8]=1[CH3:9]. The catalyst class is: 14. (3) The catalyst class is: 5. Reactant: [Cl:1][C:2]1[C:3]([C:26]2[C:34]3[C:29](=[CH:30][CH:31]=[CH:32][CH:33]=3)[N:28](S(C3C=CC=CC=3)(=O)=O)[CH:27]=2)=[N:4][C:5]([NH:8][CH:9]2[CH2:14][N:13]([C:15]([O:17][C:18]([CH3:21])([CH3:20])[CH3:19])=[O:16])[CH2:12][CH:11]([C:22]([O:24]C)=[O:23])[CH2:10]2)=[N:6][CH:7]=1.C([O-])([O-])=O.[K+].[K+].O. Product: [C:18]([O:17][C:15]([N:13]1[CH2:14][CH:9]([NH:8][C:5]2[N:4]=[C:3]([C:26]3[C:34]4[C:29](=[CH:30][CH:31]=[CH:32][CH:33]=4)[NH:28][CH:27]=3)[C:2]([Cl:1])=[CH:7][N:6]=2)[CH2:10][CH:11]([C:22]([OH:24])=[O:23])[CH2:12]1)=[O:16])([CH3:21])([CH3:19])[CH3:20]. (4) Reactant: [H-].[Al+3].[Li+].[H-].[H-].[H-].[C:7]1([C:13]2[C:22]3[CH:21]=[CH:20][CH:19]=[CH:18][C:17]=3[C:16]3[NH:23][N:24]=[C:25]([C:26](OC)=[O:27])[C:15]=3[N:14]=2)[CH:12]=[CH:11][CH:10]=[CH:9][CH:8]=1.O. Product: [C:7]1([C:13]2[C:22]3[CH:21]=[CH:20][CH:19]=[CH:18][C:17]=3[C:16]3[NH:23][N:24]=[C:25]([CH2:26][OH:27])[C:15]=3[N:14]=2)[CH:8]=[CH:9][CH:10]=[CH:11][CH:12]=1. The catalyst class is: 7. (5) Reactant: [C:1]([Si:5]([CH3:23])([CH3:22])[O:6][CH:7]1[C:15]2[C:10](=[C:11]([C:16]([CH:18]3[CH2:21][CH2:20][CH2:19]3)=[O:17])[CH:12]=[CH:13][CH:14]=2)[CH2:9][CH2:8]1)([CH3:4])([CH3:3])[CH3:2].[BH4-].[Na+].C([O-])(O)=O.[Na+]. Product: [C:1]([Si:5]([CH3:23])([CH3:22])[O:6][CH:7]1[C:15]2[C:10](=[C:11]([CH:16]([CH:18]3[CH2:21][CH2:20][CH2:19]3)[OH:17])[CH:12]=[CH:13][CH:14]=2)[CH2:9][CH2:8]1)([CH3:4])([CH3:3])[CH3:2]. The catalyst class is: 8.